This data is from NCI-60 drug combinations with 297,098 pairs across 59 cell lines. The task is: Regression. Given two drug SMILES strings and cell line genomic features, predict the synergy score measuring deviation from expected non-interaction effect. Drug 1: COC1=CC(=CC(=C1O)OC)C2C3C(COC3=O)C(C4=CC5=C(C=C24)OCO5)OC6C(C(C7C(O6)COC(O7)C8=CC=CS8)O)O. Drug 2: C(CCl)NC(=O)N(CCCl)N=O. Cell line: NCI-H322M. Synergy scores: CSS=3.66, Synergy_ZIP=1.06, Synergy_Bliss=4.96, Synergy_Loewe=-6.22, Synergy_HSA=-0.893.